From a dataset of Reaction yield outcomes from USPTO patents with 853,638 reactions. Predict the reaction yield, written as a fraction of the theoretical maximum amount of product (1.0 means a 100% yield; for example, 0.34 means a 34% yield). (1) The reactants are Br[CH2:2][CH2:3][CH2:4][CH2:5][CH2:6][N:7]1[C:11]2[CH:12]=[CH:13][CH:14]=[CH:15][C:10]=2[N:9]([C:16]2[CH:21]=[CH:20][CH:19]=[CH:18][C:17]=2[F:22])[S:8]1(=[O:24])=[O:23].[CH3:25][CH:26]1[CH2:31][NH:30][CH2:29][CH:28]([CH3:32])[NH:27]1. No catalyst specified. The product is [CH3:25][CH:26]1[NH:27][CH:28]([CH3:32])[CH2:29][N:30]([CH2:2][CH2:3][CH2:4][CH2:5][CH2:6][N:7]2[C:11]3[CH:12]=[CH:13][CH:14]=[CH:15][C:10]=3[N:9]([C:16]3[CH:21]=[CH:20][CH:19]=[CH:18][C:17]=3[F:22])[S:8]2(=[O:24])=[O:23])[CH2:31]1. The yield is 0.880. (2) The product is [Cl:1][C:2]1[CH:3]=[C:4]([N:11]2[C:20]3[C:15](=[CH:16][C:17]([S:21]([NH:24][C:25]4[CH:29]=[CH:28][O:27][N:26]=4)(=[O:22])=[O:23])=[CH:18][CH:19]=3)[CH:14]=[CH:13][C:12]2=[O:30])[C:5]([O:9][CH3:10])=[N:6][C:7]=1[O:37][CH2:38][CH:39]1[CH2:41][CH2:40]1. The reactants are [Cl:1][C:2]1[CH:3]=[C:4]([N:11]2[C:20]3[C:15](=[CH:16][C:17]([S:21]([NH:24][C:25]4[CH:29]=[CH:28][O:27][N:26]=4)(=[O:23])=[O:22])=[CH:18][CH:19]=3)[CH:14]=[CH:13][C:12]2=[O:30])[C:5]([O:9][CH3:10])=[N:6][C:7]=1Cl.C(=O)([O-])[O-].[Cs+].[Cs+].[OH:37][CH2:38][CH:39]1[CH2:41][CH2:40]1. The yield is 0.557. The catalyst is CC(O)C.CS(C)=O. (3) The reactants are [F:1][C:2]1[C:7]([NH2:8])=[CH:6][CH:5]=[C:4]([F:9])[C:3]=1[NH:10][C:11]1[C:16]([C:17]2[N:25]=[CH:24][N:23]=[C:22]3[C:18]=2[N:19]=[CH:20][N:21]3[CH:26]2[CH2:31][CH2:30][CH2:29][CH2:28][O:27]2)=[CH:15][CH:14]=[CH:13][N:12]=1.[Cl:32][C:33]1[CH:34]=[C:35]([S:40](Cl)(=[O:42])=[O:41])[CH:36]=[CH:37][C:38]=1[Cl:39].N1C=CC=CC=1. The catalyst is ClCCl. The product is [Cl:32][C:33]1[CH:34]=[C:35]([S:40]([NH:8][C:7]2[CH:6]=[CH:5][C:4]([F:9])=[C:3]([NH:10][C:11]3[C:16]([C:17]4[N:25]=[CH:24][N:23]=[C:22]5[C:18]=4[N:19]=[CH:20][N:21]5[CH:26]4[CH2:31][CH2:30][CH2:29][CH2:28][O:27]4)=[CH:15][CH:14]=[CH:13][N:12]=3)[C:2]=2[F:1])(=[O:41])=[O:42])[CH:36]=[CH:37][C:38]=1[Cl:39]. The yield is 0.890.